Task: Predict which catalyst facilitates the given reaction.. Dataset: Catalyst prediction with 721,799 reactions and 888 catalyst types from USPTO (1) Reactant: Cl[C:2]1[CH:11]=[CH:10][C:9]2[C:4](=[CH:5][C:6]([N:12]3[CH2:15][CH:14]([N:16]4[CH2:21][CH2:20][N:19]([CH:22]([CH3:24])[CH3:23])[CH2:18][CH2:17]4)[CH2:13]3)=[CH:7][N:8]=2)[N:3]=1.[NH2:25][C:26]1[O:27][C:28]2[CH:34]=[CH:33][C:32](B(O)O)=[CH:31][C:29]=2[N:30]=1.C([O-])([O-])=O.[Na+].[Na+]. Product: [CH:22]([N:19]1[CH2:20][CH2:21][N:16]([CH:14]2[CH2:15][N:12]([C:6]3[CH:5]=[C:4]4[C:9]([CH:10]=[CH:11][C:2]([C:32]5[CH:33]=[CH:34][C:28]6[O:27][C:26]([NH2:25])=[N:30][C:29]=6[CH:31]=5)=[N:3]4)=[N:8][CH:7]=3)[CH2:13]2)[CH2:17][CH2:18]1)([CH3:24])[CH3:23]. The catalyst class is: 70. (2) Reactant: [H-].[Al+3].[Li+].[H-].[H-].[H-].[Cl:7][C:8]1[N:16]=[CH:15][CH:14]=[CH:13][C:9]=1[C:10](O)=[O:11].[OH-].[Na+]. Product: [Cl:7][C:8]1[C:9]([CH2:10][OH:11])=[CH:13][CH:14]=[CH:15][N:16]=1. The catalyst class is: 1. (3) Reactant: [C:1]([O:5][CH:6]([C:10]1[CH:15]=[CH:14][CH:13]=[C:12]([C:16](OC)=[O:17])[C:11]=1[C:20]1[CH:21]=[CH:22][C:23]2[O:28][CH2:27][CH2:26][CH2:25][C:24]=2[CH:29]=1)[C:7]([OH:9])=[O:8])([CH3:4])([CH3:3])[CH3:2].C1(N)CCCCC1.[BH4-].[Li+].[Cl-].[NH4+]. Product: [C:1]([O:5][CH:6]([C:10]1[CH:15]=[CH:14][CH:13]=[C:12]([CH2:16][OH:17])[C:11]=1[C:20]1[CH:21]=[CH:22][C:23]2[O:28][CH2:27][CH2:26][CH2:25][C:24]=2[CH:29]=1)[C:7]([OH:9])=[O:8])([CH3:4])([CH3:2])[CH3:3]. The catalyst class is: 7. (4) Reactant: Cl.NO.[OH-].[Na+].CC1[N:8]([C@H:13]2[CH2:20][C@@:19]3([C:21]([O:23][CH3:24])=[O:22])[C@H:15]([CH2:16][CH2:17][CH2:18]3)[CH2:14]2)C(C)=CC=1. Product: [NH2:8][C@H:13]1[CH2:20][C@@:19]2([C:21]([O:23][CH3:24])=[O:22])[C@H:15]([CH2:16][CH2:17][CH2:18]2)[CH2:14]1. The catalyst class is: 72. (5) Reactant: [CH2:1]([N:8]([CH3:26])[C:9]1[CH:14]=[CH:13][N:12]([CH2:15][CH2:16][C:17]2[CH:22]=[CH:21][C:20]([CH2:23]Br)=[CH:19][CH:18]=2)[C:11](=[O:25])[CH:10]=1)[C:2]1[CH:7]=[CH:6][CH:5]=[CH:4][CH:3]=1.[NH:27]1[CH2:31][CH2:30][CH2:29][CH2:28]1. Product: [CH2:1]([N:8]([CH3:26])[C:9]1[CH:14]=[CH:13][N:12]([CH2:15][CH2:16][C:17]2[CH:22]=[CH:21][C:20]([CH2:23][N:27]3[CH2:31][CH2:30][CH2:29][CH2:28]3)=[CH:19][CH:18]=2)[C:11](=[O:25])[CH:10]=1)[C:2]1[CH:7]=[CH:6][CH:5]=[CH:4][CH:3]=1. The catalyst class is: 3. (6) Reactant: [CH3:1][S:2]([C:5]1[CH:10]=[CH:9][CH:8]=[CH:7][C:6]=1[C:11]1[CH:16]=[CH:15][C:14]([NH2:17])=[C:13]([NH2:18])[CH:12]=1)(=[O:4])=[O:3].Cl.C(O[C:23](=N)[CH2:24][Br:25])C. Product: [Br:25][CH2:24][C:23]1[NH:17][C:14]2[CH:15]=[CH:16][C:11]([C:6]3[CH:7]=[CH:8][CH:9]=[CH:10][C:5]=3[S:2]([CH3:1])(=[O:3])=[O:4])=[CH:12][C:13]=2[N:18]=1. The catalyst class is: 8.